This data is from Catalyst prediction with 721,799 reactions and 888 catalyst types from USPTO. The task is: Predict which catalyst facilitates the given reaction. (1) Reactant: Cl[CH2:2][CH2:3][N:4]1[CH:8]=[C:7]([B:9]2[O:13][C:12]([CH3:15])([CH3:14])[C:11]([CH3:17])([CH3:16])[O:10]2)[CH:6]=[N:5]1.C1COCC1.[I-].[K+].[CH3:25][NH:26][CH3:27]. Product: [CH3:25][N:26]([CH3:27])[CH2:2][CH2:3][N:4]1[CH:8]=[C:7]([B:9]2[O:13][C:12]([CH3:15])([CH3:14])[C:11]([CH3:17])([CH3:16])[O:10]2)[CH:6]=[N:5]1. The catalyst class is: 6. (2) Reactant: [F:1][C:2]1[CH:3]=[C:4]([C:12]2[C:20]3[CH2:19][CH2:18][CH2:17][C:16]=3[CH:15]=[N:14][CH:13]=2)[CH:5]=[CH:6][C:7]=1[C:8]([F:11])([F:10])[F:9].C(=O)(O)[O-:22].[Na+].C(OO)(C)(C)C. Product: [F:1][C:2]1[CH:3]=[C:4]([C:12]2[C:20]3[CH2:19][CH2:18][C:17](=[O:22])[C:16]=3[CH:15]=[N:14][CH:13]=2)[CH:5]=[CH:6][C:7]=1[C:8]([F:11])([F:9])[F:10]. The catalyst class is: 4. (3) Reactant: [C:1]([N:4](C(OC(C)(C)C)=O)[N:5]1[CH2:10][C:9]([CH:11]=[O:12])=[N:8][N:7]([C:13]([O:15][C:16]([CH3:19])([CH3:18])[CH3:17])=[O:14])[C:6]1=[O:20])(=[O:3])[CH3:2].[CH3:28][Mg+].[Br-]. Product: [C:1]([NH:4][N:5]1[CH2:10][C:9]([CH:11]([OH:12])[CH3:28])=[N:8][N:7]([C:13]([O:15][C:16]([CH3:17])([CH3:18])[CH3:19])=[O:14])[C:6]1=[O:20])(=[O:3])[CH3:2]. The catalyst class is: 1. (4) Reactant: [Cl:1][C:2]1[CH:7]=[CH:6][C:5]([C:8]2[C:16]3[C:11](=[N:12][CH:13]=[N:14][C:15]=3[NH2:17])[NH:10][N:9]=2)=[CH:4][CH:3]=1.N1C=CC=CC=1.Cl[C:25]([O:27][CH3:28])=[O:26].O. Product: [CH3:28][O:27][C:25]([N:10]1[C:11]2=[N:12][CH:13]=[N:14][C:15]([NH2:17])=[C:16]2[C:8]([C:5]2[CH:6]=[CH:7][C:2]([Cl:1])=[CH:3][CH:4]=2)=[N:9]1)=[O:26]. The catalyst class is: 42. (5) The catalyst class is: 6. Reactant: Cl.Cl.[NH2:3][C:4]1[CH:5]=[N:6][C:7]([C:11]([CH3:14])([CH3:13])[CH3:12])=[CH:8][C:9]=1[NH2:10].C(=O)([O-])[O-].[Na+].[Na+].C(=O)=O.[CH2:24](O)[CH3:25]. Product: [NH2:10][C:9]1[CH:8]=[C:7]([C:11]([CH3:14])([CH3:13])[CH3:12])[N:6]=[CH:5][C:24]=1[C:25]1[NH:3][C:4]2[CH:5]=[N:6][C:7]([C:11]([CH3:14])([CH3:13])[CH3:12])=[CH:8][C:9]=2[N:10]=1. (6) Reactant: [CH2:1]([C:8]1[CH:9]=[N:10][C:11]2[C:16]([C:17]=1[C:18]1[CH:26]=[CH:25][CH:24]=[C:23]3[C:19]=1[CH:20]=[CH:21][NH:22]3)=[CH:15][CH:14]=[CH:13][C:12]=2[C:27]([F:30])([F:29])[F:28])[C:2]1[CH:7]=[CH:6][CH:5]=[CH:4][CH:3]=1.[H-].[Na+].Br[CH2:34][C:35]1[CH:44]=[CH:43][C:38]([C:39]([O:41][CH3:42])=[O:40])=[CH:37][CH:36]=1. Product: [CH2:1]([C:8]1[CH:9]=[N:10][C:11]2[C:16]([C:17]=1[C:18]1[CH:26]=[CH:25][CH:24]=[C:23]3[C:19]=1[CH:20]=[CH:21][N:22]3[CH2:34][C:35]1[CH:44]=[CH:43][C:38]([C:39]([O:41][CH3:42])=[O:40])=[CH:37][CH:36]=1)=[CH:15][CH:14]=[CH:13][C:12]=2[C:27]([F:30])([F:28])[F:29])[C:2]1[CH:7]=[CH:6][CH:5]=[CH:4][CH:3]=1. The catalyst class is: 3. (7) Reactant: O1CCO[CH:2]1[C:6]1[CH:11]=[CH:10][C:9]([C:12]2[C:21]([C:22]3[CH:27]=[CH:26][CH:25]=[CH:24][CH:23]=3)=[CH:20][C:19]3[C:18]4=[N:28][N:29]=[C:30]([C:31]5[N:32]=[CH:33][NH:34][CH:35]=5)[N:17]4[CH:16]=[CH:15][C:14]=3[N:13]=2)=[CH:8][CH:7]=1.Cl.Cl.[NH2:38][OH:39]. Product: [NH:34]1[CH:35]=[C:31]([C:30]2[N:17]3[C:18]([C:19]4[CH:20]=[C:21]([C:22]5[CH:27]=[CH:26][CH:25]=[CH:24][CH:23]=5)[C:12]([C:9]5[CH:8]=[CH:7][C:6]([CH:2]=[N:38][OH:39])=[CH:11][CH:10]=5)=[N:13][C:14]=4[CH:15]=[CH:16]3)=[N:28][N:29]=2)[N:32]=[CH:33]1. The catalyst class is: 38.